Dataset: Reaction yield outcomes from USPTO patents with 853,638 reactions. Task: Predict the reaction yield, written as a fraction of the theoretical maximum amount of product (1.0 means a 100% yield; for example, 0.34 means a 34% yield). (1) The reactants are [C:1]([O:5][C:6]([N:8]1[CH2:13][CH2:12][NH:11][CH:10]([CH3:14])[CH2:9]1)=[O:7])([CH3:4])([CH3:3])[CH3:2].C(=O)([O-])[O-].[Cs+].[Cs+].C1(P(C2C=CC=CC=2)C2C=CC3C(=CC=CC=3)C=2C2C3C(=CC=CC=3)C=CC=2P(C2C=CC=CC=2)C2C=CC=CC=2)C=CC=CC=1.FC(F)(F)S(O[C:73]1[CH:82]=[CH:81][CH:80]=[C:79]2[C:74]=1[CH:75]=[CH:76][C:77]([CH3:83])=[N:78]2)(=O)=O. The catalyst is C1(C)C=CC=CC=1.C([O-])(=O)C.[Pd+2].C([O-])(=O)C. The product is [C:1]([O:5][C:6]([N:8]1[CH2:13][CH2:12][N:11]([C:73]2[CH:82]=[CH:81][CH:80]=[C:79]3[C:74]=2[CH:75]=[CH:76][C:77]([CH3:83])=[N:78]3)[CH:10]([CH3:14])[CH2:9]1)=[O:7])([CH3:4])([CH3:2])[CH3:3]. The yield is 0.620. (2) The reactants are [CH3:1][C:2]1[N:3]=[C:4]([C:7]2[N:12]=[C:11]([C:13]3[S:14][CH:15]=[C:16]([C:18]([F:21])([F:20])[F:19])[N:17]=3)[N:10]=[C:9]([OH:22])[CH:8]=2)[S:5][CH:6]=1.[CH3:23][O:24][C:25]([C@@:27]12[CH2:45][C@H:44]1[CH:43]=[CH:42][CH2:41][CH2:40][CH2:39][CH2:38][N:37]([CH3:46])[C:36](=[O:47])[N:35]1[C@@H:30]([CH2:31][C@H:32](O)[CH2:33][CH2:34]1)[C:29](=[O:49])[NH:28]2)=[O:26].COC([C@@]12C[C@H]1C=CCCCCN(C)C(=O)N1[C@@H](C[C@H](OC3C4C(=C(C)C(OC)=CC=4)N=C(C4SC=C(C#C)N=4)C=3)CC1)C(=O)N2)=O. No catalyst specified. The product is [CH3:23][O:24][C:25]([C@@:27]12[CH2:45][C@H:44]1[CH:43]=[CH:42][CH2:41][CH2:40][CH2:39][CH2:38][N:37]([CH3:46])[C:36](=[O:47])[N:35]1[C@@H:30]([CH2:31][C@@H:32]([O:22][C:9]3[CH:8]=[C:7]([C:4]4[S:5][CH:6]=[C:2]([CH3:1])[N:3]=4)[N:12]=[C:11]([C:13]4[S:14][CH:15]=[C:16]([C:18]([F:21])([F:20])[F:19])[N:17]=4)[N:10]=3)[CH2:33][CH2:34]1)[C:29](=[O:49])[NH:28]2)=[O:26]. The yield is 0.970. (3) The reactants are [NH:1]1[C:9]2[C:4](=[CH:5][C:6]([CH:10]([C:22]3[CH:27]=[CH:26][CH:25]=[CH:24][CH:23]=3)[CH:11]([C:16]3[CH:21]=[CH:20][CH:19]=[CH:18][CH:17]=3)[C:12]([O:14]C)=[O:13])=[CH:7][CH:8]=2)[CH:3]=[N:2]1.Cl. The catalyst is [OH-].[Na+].CO.CS(C)=O. The yield is 0.820. The product is [NH:1]1[C:9]2[C:4](=[CH:5][C:6]([CH:10]([C:22]3[CH:23]=[CH:24][CH:25]=[CH:26][CH:27]=3)[CH:11]([C:16]3[CH:21]=[CH:20][CH:19]=[CH:18][CH:17]=3)[C:12]([OH:14])=[O:13])=[CH:7][CH:8]=2)[CH:3]=[N:2]1. (4) The reactants are Br[C:2]1[CH:20]=[CH:19][C:5]([C:6]([NH:8][C:9]2[CH:14]=[C:13]([C:15]([F:18])([F:17])[F:16])[CH:12]=[CH:11][N:10]=2)=[O:7])=[CH:4][C:3]=1[F:21].[B:22]1([B:22]2[O:26][C:25]([CH3:28])([CH3:27])[C:24]([CH3:30])([CH3:29])[O:23]2)[O:26][C:25]([CH3:28])([CH3:27])[C:24]([CH3:30])([CH3:29])[O:23]1.CC([O-])=O.[K+]. The catalyst is O1CCOCC1.C1C=CC(/C=C/C(/C=C/C2C=CC=CC=2)=O)=CC=1.C1C=CC(/C=C/C(/C=C/C2C=CC=CC=2)=O)=CC=1.[Pd]. The product is [F:21][C:3]1[CH:4]=[C:5]([CH:19]=[CH:20][C:2]=1[B:22]1[O:26][C:25]([CH3:28])([CH3:27])[C:24]([CH3:30])([CH3:29])[O:23]1)[C:6]([NH:8][C:9]1[CH:14]=[C:13]([C:15]([F:18])([F:17])[F:16])[CH:12]=[CH:11][N:10]=1)=[O:7]. The yield is 0.660.